From a dataset of NCI-60 drug combinations with 297,098 pairs across 59 cell lines. Regression. Given two drug SMILES strings and cell line genomic features, predict the synergy score measuring deviation from expected non-interaction effect. (1) Drug 1: CN1CCC(CC1)COC2=C(C=C3C(=C2)N=CN=C3NC4=C(C=C(C=C4)Br)F)OC. Drug 2: CC=C1C(=O)NC(C(=O)OC2CC(=O)NC(C(=O)NC(CSSCCC=C2)C(=O)N1)C(C)C)C(C)C. Cell line: SK-OV-3. Synergy scores: CSS=28.8, Synergy_ZIP=-5.88, Synergy_Bliss=-4.93, Synergy_Loewe=-19.4, Synergy_HSA=-3.86. (2) Drug 1: CCC1(CC2CC(C3=C(CCN(C2)C1)C4=CC=CC=C4N3)(C5=C(C=C6C(=C5)C78CCN9C7C(C=CC9)(C(C(C8N6C)(C(=O)OC)O)OC(=O)C)CC)OC)C(=O)OC)O.OS(=O)(=O)O. Drug 2: C1C(C(OC1N2C=NC(=NC2=O)N)CO)O. Cell line: UO-31. Synergy scores: CSS=9.60, Synergy_ZIP=0.355, Synergy_Bliss=4.78, Synergy_Loewe=0.245, Synergy_HSA=2.50. (3) Drug 1: C1=CC(=C2C(=C1NCCNCCO)C(=O)C3=C(C=CC(=C3C2=O)O)O)NCCNCCO. Drug 2: C1CN(CCN1C(=O)CCBr)C(=O)CCBr. Cell line: UACC-257. Synergy scores: CSS=2.62, Synergy_ZIP=-1.21, Synergy_Bliss=-1.89, Synergy_Loewe=-4.88, Synergy_HSA=-3.66. (4) Drug 1: CC12CCC3C(C1CCC2=O)CC(=C)C4=CC(=O)C=CC34C. Drug 2: C1CN(CCN1C(=O)CCBr)C(=O)CCBr. Cell line: MDA-MB-435. Synergy scores: CSS=34.6, Synergy_ZIP=1.79, Synergy_Bliss=5.02, Synergy_Loewe=0.299, Synergy_HSA=0.160. (5) Drug 1: C1CC(=O)NC(=O)C1N2CC3=C(C2=O)C=CC=C3N. Drug 2: CN(CCCl)CCCl.Cl. Cell line: PC-3. Synergy scores: CSS=16.6, Synergy_ZIP=-4.50, Synergy_Bliss=3.33, Synergy_Loewe=3.22, Synergy_HSA=3.23.